From a dataset of Forward reaction prediction with 1.9M reactions from USPTO patents (1976-2016). Predict the product of the given reaction. Given the reactants [CH2:1]([O:3][C:4]1[CH:12]=[C:11]2[C:7]([CH:8]=[N:9][NH:10]2)=[CH:6][C:5]=1[NH:13][C:14]1[C:15]2[C:22]3[CH2:23][CH2:24][CH:25]([C:27](O)=[O:28])[CH2:26][C:21]=3[S:20][C:16]=2[N:17]=[CH:18][N:19]=1)[CH3:2].[CH2:30]1[NH:35][CH2:34][CH2:33][N:32]2[CH2:36][CH2:37][CH2:38][CH2:39][CH:31]12, predict the reaction product. The product is: [CH2:1]([O:3][C:4]1[CH:12]=[C:11]2[C:7]([CH:8]=[N:9][NH:10]2)=[CH:6][C:5]=1[NH:13][C:14]1[C:15]2[C:22]3[CH2:23][CH2:24][CH:25]([C:27]([N:35]4[CH2:34][CH2:33][N:32]5[CH2:36][CH2:37][CH2:38][CH2:39][CH:31]5[CH2:30]4)=[O:28])[CH2:26][C:21]=3[S:20][C:16]=2[N:17]=[CH:18][N:19]=1)[CH3:2].